From a dataset of Catalyst prediction with 721,799 reactions and 888 catalyst types from USPTO. Predict which catalyst facilitates the given reaction. (1) Reactant: [N:1]1([C:6]2[CH:11]=[CH:10][C:9]([NH:12][C:13](=[O:20])OCC(Cl)(Cl)Cl)=[CH:8][CH:7]=2)[CH:5]=[CH:4][N:3]=[CH:2]1.[C:21]1([C:27]2[N:31]=[C:30]([N:32]3[CH2:37][CH2:36][NH:35][CH2:34][CH2:33]3)[S:29][N:28]=2)[CH:26]=[CH:25][CH:24]=[CH:23][CH:22]=1.C(N(C(C)C)CC)(C)C.CS(C)=O. Product: [N:1]1([C:6]2[CH:7]=[CH:8][C:9]([NH:12][C:13]([N:35]3[CH2:36][CH2:37][N:32]([C:30]4[S:29][N:28]=[C:27]([C:21]5[CH:26]=[CH:25][CH:24]=[CH:23][CH:22]=5)[N:31]=4)[CH2:33][CH2:34]3)=[O:20])=[CH:10][CH:11]=2)[CH:5]=[CH:4][N:3]=[CH:2]1. The catalyst class is: 6. (2) Reactant: [N+:1]([C:4]1[C:9]([NH:10][C:11]2[CH:16]=[CH:15][CH:14]=[CH:13][CH:12]=2)=[CH:8][CH:7]=[CH:6][N:5]=1)([O-])=O. Product: [C:11]1([NH:10][C:9]2[C:4]([NH2:1])=[N:5][CH:6]=[CH:7][CH:8]=2)[CH:12]=[CH:13][CH:14]=[CH:15][CH:16]=1. The catalyst class is: 25. (3) Reactant: [C:1]([OH:8])(=[O:7])[CH2:2][CH2:3][C:4]([OH:6])=[O:5].[N:9]1([CH2:14][CH2:15][CH2:16][N:17]2[CH2:22][CH2:21][CH:20]([CH2:23][NH2:24])[CH2:19][CH2:18]2)[CH:13]=[CH:12][N:11]=[N:10]1.C(OCC)C. Product: [C:1]([OH:8])(=[O:7])[CH2:2][CH2:3][C:4]([OH:6])=[O:5].[N:9]1([CH2:14][CH2:15][CH2:16][N:17]2[CH2:18][CH2:19][CH:20]([CH2:23][NH2:24])[CH2:21][CH2:22]2)[CH:13]=[CH:12][N:11]=[N:10]1. The catalyst class is: 8. (4) Reactant: Br[CH2:2][C:3]([C:5]12[CH2:14][CH:9]3[CH2:10][CH:11]([CH2:13][CH:7]([CH2:8]3)[CH2:6]1)[CH2:12]2)=[O:4].[CH3:15][N:16]1[C:20]([CH3:21])=[N:19][N:18]=[C:17]1[SH:22].C(N(CC)CC)C. Product: [C:5]12([C:3](=[O:4])[CH2:2][S:22][C:17]3[N:16]([CH3:15])[C:20]([CH3:21])=[N:19][N:18]=3)[CH2:14][CH:9]3[CH2:10][CH:11]([CH2:13][CH:7]([CH2:8]3)[CH2:6]1)[CH2:12]2. The catalyst class is: 10.